This data is from hERG Central: cardiac toxicity at 1µM, 10µM, and general inhibition. The task is: Predict hERG channel inhibition at various concentrations. (1) The molecule is COc1ccc(-c2[nH]ncc2/C=N/NC(=O)c2cccc([N+](=O)[O-])c2)cc1OC. Results: hERG_inhib (hERG inhibition (general)): blocker. (2) The molecule is O=C(c1cc(-c2ccc(Cl)cc2)n(-c2cc(Cl)ccc2Cl)n1)N1CCOCC1. Results: hERG_inhib (hERG inhibition (general)): blocker.